The task is: Predict which catalyst facilitates the given reaction.. This data is from Catalyst prediction with 721,799 reactions and 888 catalyst types from USPTO. (1) Reactant: Cl.[N+:2]([C:5]1[CH:10]=[CH:9][C:8]([CH2:11][CH2:12][NH2:13])=[CH:7][CH:6]=1)([O-:4])=[O:3].C(=O)([O-])[O-].[K+].[K+].[N+:20]([C:23]1[CH:32]=[CH:31][C:26]([O:27][CH2:28][CH2:29]Br)=[CH:25][CH:24]=1)([O-:22])=[O:21]. Product: [N+:2]([C:5]1[CH:6]=[CH:7][C:8]([CH2:11][CH2:12][NH:13][CH2:29][CH2:28][O:27][C:26]2[CH:25]=[CH:24][C:23]([N+:20]([O-:22])=[O:21])=[CH:32][CH:31]=2)=[CH:9][CH:10]=1)([O-:4])=[O:3]. The catalyst class is: 578. (2) Reactant: O=[C:2]([C:20]1[CH:25]=[CH:24][CH:23]=[C:22]([C:26]([F:29])([F:28])[F:27])[CH:21]=1)[CH2:3][NH:4][C:5]([CH:7]1[CH2:12][CH2:11][N:10](C(OC(C)(C)C)=O)[CH2:9][CH2:8]1)=O.[NH4+:30].[Cl-]. Product: [F:27][C:26]([F:29])([F:28])[C:22]1[CH:21]=[C:20]([C:2]2[N:30]=[C:5]([CH:7]3[CH2:12][CH2:11][NH:10][CH2:9][CH2:8]3)[NH:4][CH:3]=2)[CH:25]=[CH:24][CH:23]=1. The catalyst class is: 8. (3) Reactant: [F:1][C:2]1[CH:3]=[C:4]([CH:46]=[CH:47][C:48]=1[F:49])[CH2:5][N:6]1[CH:11]=[CH:10][CH:9]=[C:8]([C:12]([NH:14][CH2:15][C:16]2[CH:17]=[C:18]([CH:24]=[C:25]([C:27]3[C:35]4[C:30](=[N:31][CH:32]=[CH:33][CH:34]=4)[N:29](S(C4C=CC=CC=4)(=O)=O)[CH:28]=3)[CH:26]=2)[O:19][CH2:20][C:21]([OH:23])=O)=[O:13])[C:7]1=[O:45].[Cl-].[NH4+].C[N:53](C)C=O.C(N(CC)C(C)C)(C)C.CO.C(=O)([O-])[O-].[K+].[K+]. Product: [NH2:53][C:21](=[O:23])[CH2:20][O:19][C:18]1[CH:17]=[C:16]([CH:26]=[C:25]([C:27]2[C:35]3[C:30](=[N:31][CH:32]=[CH:33][CH:34]=3)[NH:29][CH:28]=2)[CH:24]=1)[CH2:15][NH:14][C:12]([C:8]1[C:7](=[O:45])[N:6]([CH2:5][C:4]2[CH:46]=[CH:47][C:48]([F:49])=[C:2]([F:1])[CH:3]=2)[CH:11]=[CH:10][CH:9]=1)=[O:13]. The catalyst class is: 238. (4) Reactant: [CH3:1][O:2][C:3]1[C:4]2[N:11]=[C:10]([NH:12][C:13]([N:15]3[CH2:20][CH2:19][C:18](O)([C:21]4[CH:26]=[CH:25][CH:24]=[C:23]([C:27]([F:30])([F:29])[F:28])[CH:22]=4)[CH2:17][CH2:16]3)=[O:14])[S:9][C:5]=2[N:6]=[CH:7][N:8]=1.S(=O)(=O)(O)O.C(=O)(O)[O-:38].[Na+].[C:42](#[N:44])[CH3:43]. Product: [CH3:1][O:2][C:3]1[C:4]2[N:11]=[C:10]([NH:12][C:13]([N:15]3[CH2:20][CH2:19][C:18]([NH:44][C:42](=[O:38])[CH3:43])([C:21]4[CH:26]=[CH:25][CH:24]=[C:23]([C:27]([F:30])([F:29])[F:28])[CH:22]=4)[CH2:17][CH2:16]3)=[O:14])[S:9][C:5]=2[N:6]=[CH:7][N:8]=1. The catalyst class is: 86. (5) Reactant: [N:1]1([C:13]([O:15][C:16]([CH3:19])([CH3:18])[CH3:17])=[O:14])[CH2:7][CH2:6][CH2:5][CH:4]([C:8](OCC)=[O:9])[CH2:3][CH2:2]1.[H-].[H-].[H-].[H-].[Li+].[Al+3].O.[O-]S([O-])(=O)=O.[Na+].[Na+]. Product: [OH:9][CH2:8][CH:4]1[CH2:5][CH2:6][CH2:7][N:1]([C:13]([O:15][C:16]([CH3:19])([CH3:18])[CH3:17])=[O:14])[CH2:2][CH2:3]1. The catalyst class is: 1. (6) Reactant: [Cl:1][CH2:2][CH2:3][CH2:4][O:5][C:6]1[CH:11]=[CH:10][C:9]([C:12]2[S:13][C:14]3[CH2:20][CH2:19][CH:18]([C:21]([O:23]C)=[O:22])[CH2:17][C:15]=3[N:16]=2)=[CH:8][CH:7]=1.O.[OH-].[Li+]. Product: [Cl:1][CH2:2][CH2:3][CH2:4][O:5][C:6]1[CH:7]=[CH:8][C:9]([C:12]2[S:13][C:14]3[CH2:20][CH2:19][CH:18]([C:21]([OH:23])=[O:22])[CH2:17][C:15]=3[N:16]=2)=[CH:10][CH:11]=1. The catalyst class is: 30. (7) Reactant: [NH:1]1[CH2:5][CH2:4][CH2:3][CH2:2]1.Br[CH2:7][CH2:8][C:9]1[C:17]2[C:12](=[CH:13][CH:14]=[CH:15][CH:16]=2)[NH:11][CH:10]=1. Product: [N:1]1([CH2:7][CH2:8][C:9]2[C:17]3[C:12](=[CH:13][CH:14]=[CH:15][CH:16]=3)[NH:11][CH:10]=2)[CH2:5][CH2:4][CH2:3][CH2:2]1. The catalyst class is: 12. (8) Reactant: [C:1]1([C:7]([C:15]2[CH:20]=[CH:19][CH:18]=[CH:17][CH:16]=2)([C:9]2[CH:14]=[CH:13][CH:12]=[CH:11][CH:10]=2)Cl)[CH:6]=[CH:5][CH:4]=[CH:3][CH:2]=1.[NH:21]1[CH:25]=[C:24]([CH2:26][CH2:27][CH2:28][CH2:29][C:30]2[CH:35]=[CH:34][C:33]([OH:36])=[CH:32][CH:31]=2)[N:23]=[N:22]1.C(N(CC)CC)C. Product: [C:7]([N:21]1[CH:25]=[C:24]([CH2:26][CH2:27][CH2:28][CH2:29][C:30]2[CH:31]=[CH:32][C:33]([OH:36])=[CH:34][CH:35]=2)[N:23]=[N:22]1)([C:15]1[CH:20]=[CH:19][CH:18]=[CH:17][CH:16]=1)([C:9]1[CH:14]=[CH:13][CH:12]=[CH:11][CH:10]=1)[C:1]1[CH:6]=[CH:5][CH:4]=[CH:3][CH:2]=1. The catalyst class is: 3. (9) Reactant: [CH:1]([C:4]1[C:9]([C:10]([F:13])([F:12])[F:11])=[C:8]([S:14][C:15]2[CH:20]=[CH:19][CH:18]=[CH:17][CH:16]=2)[CH:7]=[CH:6][C:5]=1[C:21]1[CH:26]=[CH:25][N+:24]([O-])=[CH:23][CH:22]=1)([CH3:3])[CH3:2]. Product: [CH:1]([C:4]1[C:9]([C:10]([F:13])([F:11])[F:12])=[C:8]([S:14][C:15]2[CH:20]=[CH:19][CH:18]=[CH:17][CH:16]=2)[CH:7]=[CH:6][C:5]=1[C:21]1[CH:26]=[CH:25][N:24]=[CH:23][CH:22]=1)([CH3:3])[CH3:2]. The catalyst class is: 265. (10) Reactant: ClC1C(F)=C([C@@H]2[C@@]3(C4C=NC(C)=CC=4NC3=O)[C@H](CC(C)(C)C)N3CN([C:15]4[CH:23]=[CH:22][C:18]([C:19](O)=[O:20])=[CH:17][C:16]=4[O:24][CH3:25])C(=O)[C@@H]23)C=CC=1.[OH-].[NH4+:45]. Product: [CH3:25][O:24][C:16]1[CH:17]=[C:18]([CH:22]=[CH:23][CH:15]=1)[C:19]([NH2:45])=[O:20]. The catalyst class is: 1.